Dataset: Full USPTO retrosynthesis dataset with 1.9M reactions from patents (1976-2016). Task: Predict the reactants needed to synthesize the given product. (1) Given the product [OH:9][CH2:8][C@@H:7]([N:10]([CH2:18][C@H:19]([OH:28])[CH2:20][O:21][C:22]1[CH:23]=[CH:24][CH:25]=[CH:26][CH:27]=1)[C:11](=[O:17])[O:12][C:13]([CH3:16])([CH3:15])[CH3:14])[CH2:6][C:5]1[CH:4]=[CH:3][C:2]([NH:1][C:44]([C:58]2[C:56]3[C:54](=[CH:55][CH:47]=[CH:32][CH:31]=3)[N:53]([CH3:50])[CH:57]=2)=[O:45])=[CH:30][CH:29]=1, predict the reactants needed to synthesize it. The reactants are: [NH2:1][C:2]1[CH:30]=[CH:29][C:5]([CH2:6][C@H:7]([N:10]([CH2:18][C@@H:19]([OH:28])[CH2:20][O:21][C:22]2[CH:27]=[CH:26][CH:25]=[CH:24][CH:23]=2)[C:11](=[O:17])[O:12][C:13]([CH3:16])([CH3:15])[CH3:14])[CH2:8][OH:9])=[CH:4][CH:3]=1.[CH3:31]/[C:32](/O[Si](C)(C)C)=N\[Si](C)(C)C.[N-]=[C:44]=[O:45].N[C:47](N)=O.[CH:50]([N:53]([CH2:57][CH3:58])[CH:54]([CH3:56])[CH3:55])(C)C.FC(F)(F)C(O)=O. (2) Given the product [Cl:24][C:10]1[C:9]2[C:4](=[CH:5][CH:6]=[C:7]([CH3:13])[CH:8]=2)[N:3]=[C:2]([CH3:1])[CH:11]=1, predict the reactants needed to synthesize it. The reactants are: [CH3:1][C:2]1[NH:3][C:4]2[C:9]([C:10](=O)[CH:11]=1)=[CH:8][C:7]([CH3:13])=[CH:6][CH:5]=2.[OH-].[Na+].C([O-])([O-])=O.[Na+].[Na+].P(Cl)(Cl)([Cl:24])=O.